From a dataset of Peptide-MHC class II binding affinity with 134,281 pairs from IEDB. Regression. Given a peptide amino acid sequence and an MHC pseudo amino acid sequence, predict their binding affinity value. This is MHC class II binding data. (1) The peptide sequence is GELQIVDKIDAAFKI. The MHC is DRB1_1302 with pseudo-sequence DRB1_1302. The binding affinity (normalized) is 0.676. (2) The peptide sequence is GWNDWENVPFCSHHF. The MHC is HLA-DQA10201-DQB10402 with pseudo-sequence HLA-DQA10201-DQB10402. The binding affinity (normalized) is 0.387. (3) The peptide sequence is IITFKDKTDIHRLEP. The MHC is HLA-DQA10102-DQB10501 with pseudo-sequence HLA-DQA10102-DQB10501. The binding affinity (normalized) is 0.476.